Dataset: Full USPTO retrosynthesis dataset with 1.9M reactions from patents (1976-2016). Task: Predict the reactants needed to synthesize the given product. (1) Given the product [F:1][C:2]1[C:11]2[O:10][CH2:9][C:8](=[O:12])[NH:7][C:6]=2[CH:5]=[C:4]([CH:13]=[O:14])[CH:3]=1, predict the reactants needed to synthesize it. The reactants are: [F:1][C:2]1[C:11]2[O:10][CH2:9][C:8](=[O:12])[NH:7][C:6]=2[CH:5]=[C:4]([CH2:13][OH:14])[CH:3]=1.C[N+]1([O-])CCOCC1. (2) Given the product [CH:1]1([C:4]([N:6]2[CH2:12][CH2:11][C:10]3[CH:13]=[C:14]([O:17][CH:18]4[CH2:23][CH2:22][NH:21][CH2:20][CH2:19]4)[CH:15]=[CH:16][C:9]=3[CH2:8][CH2:7]2)=[O:5])[CH2:2][CH2:3]1, predict the reactants needed to synthesize it. The reactants are: [CH:1]1([C:4]([N:6]2[CH2:12][CH2:11][C:10]3[CH:13]=[C:14]([O:17][CH:18]4[CH2:23][CH2:22][N:21](C(OC(C)(C)C)=O)[CH2:20][CH2:19]4)[CH:15]=[CH:16][C:9]=3[CH2:8][CH2:7]2)=[O:5])[CH2:3][CH2:2]1.FC(F)(F)C(O)=O. (3) Given the product [CH3:1][O:2][C:3]1[N:8]=[CH:7][C:6]([C:9]2[N:10]=[C:11]3[C:16](=[CH:17][CH:18]=2)[N:15]=[CH:14][C:13]2[CH:19]=[CH:20][C:21](=[O:46])[N:22]([C:23]4[CH:28]=[CH:27][C:26]([N:29]5[CH2:34][CH2:33][NH:32][CH2:31][CH2:30]5)=[C:25]([C:42]([F:45])([F:44])[F:43])[CH:24]=4)[C:12]3=2)=[CH:5][CH:4]=1, predict the reactants needed to synthesize it. The reactants are: [CH3:1][O:2][C:3]1[N:8]=[CH:7][C:6]([C:9]2[N:10]=[C:11]3[C:16](=[CH:17][CH:18]=2)[N:15]=[CH:14][C:13]2[CH:19]=[CH:20][C:21](=[O:46])[N:22]([C:23]4[CH:28]=[CH:27][C:26]([N:29]5[CH2:34][CH2:33][N:32](C(OC(C)(C)C)=O)[CH2:31][CH2:30]5)=[C:25]([C:42]([F:45])([F:44])[F:43])[CH:24]=4)[C:12]3=2)=[CH:5][CH:4]=1.Cl. (4) Given the product [Cl:1][C:2]1[N:3]=[CH:4][C:5]([C:8]([O:10][CH3:11])=[O:9])=[N:6][CH:7]=1, predict the reactants needed to synthesize it. The reactants are: [Cl:1][C:2]1[N:3]=[CH:4][C:5]([C:8]([OH:10])=[O:9])=[N:6][CH:7]=1.[CH3:11][Si](C=[N+]=[N-])(C)C. (5) The reactants are: [CH3:1][C:2]1[N:3]=[CH:4][C:5]2[C:10]([CH:11]=1)=[CH:9][CH:8]=[CH:7][CH:6]=2.[BH4-].[Na+]. Given the product [CH3:1][CH:2]1[CH2:11][C:10]2[C:5](=[CH:6][CH:7]=[CH:8][CH:9]=2)[CH2:4][NH:3]1, predict the reactants needed to synthesize it. (6) Given the product [C:55]([O:54][C@@H:48]([C:39]1[C:38]([CH3:59])=[CH:37][C:35]2[N:36]=[C:32]([C:2]3[CH:3]=[C:4]4[C:8](=[CH:9][CH:10]=3)[N:7]([CH3:11])[N:6]=[C:5]4[N:12]3[CH2:17][CH2:16][N:15]([CH3:18])[CH2:14][CH2:13]3)[S:33][C:34]=2[C:40]=1[C:41]1[CH:42]=[CH:43][C:44]([Cl:47])=[CH:45][CH:46]=1)[C:49]([OH:51])=[O:50])([CH3:58])([CH3:56])[CH3:57], predict the reactants needed to synthesize it. The reactants are: Br[C:2]1[CH:3]=[C:4]2[C:8](=[CH:9][CH:10]=1)[N:7]([CH3:11])[N:6]=[C:5]2[N:12]1[CH2:17][CH2:16][N:15]([CH3:18])[CH2:14][CH2:13]1.C(Cl)Cl.CC(O)=O.CC([O-])=O.[K+].Br[C:32]1[S:33][C:34]2[C:40]([C:41]3[CH:46]=[CH:45][C:44]([Cl:47])=[CH:43][CH:42]=3)=[C:39]([C@H:48]([O:54][C:55]([CH3:58])([CH3:57])[CH3:56])[C:49]([O:51]CC)=[O:50])[C:38]([CH3:59])=[CH:37][C:35]=2[N:36]=1.C([O-])([O-])=O.[K+].[K+].[OH-].[Na+].